This data is from Forward reaction prediction with 1.9M reactions from USPTO patents (1976-2016). The task is: Predict the product of the given reaction. Given the reactants [CH3:1][O:2][C:3]1[C:13]2[CH2:12][CH2:11][CH2:10][C:9](=[O:14])[NH:8][C:7]=2[CH:6]=[CH:5][C:4]=1[N+:15]([O-:17])=[O:16].[H-].[Na+].[CH2:20](I)[CH3:21], predict the reaction product. The product is: [CH2:20]([N:8]1[C:9](=[O:14])[CH2:10][CH2:11][CH2:12][C:13]2[C:3]([O:2][CH3:1])=[C:4]([N+:15]([O-:17])=[O:16])[CH:5]=[CH:6][C:7]1=2)[CH3:21].